This data is from Full USPTO retrosynthesis dataset with 1.9M reactions from patents (1976-2016). The task is: Predict the reactants needed to synthesize the given product. (1) Given the product [CH3:35][C:18]([C:36]1[CH:37]=[CH:38][CH:39]=[CH:40][CH:41]=1)([CH3:17])[CH2:19][N:20]([CH2:28][CH2:29][CH2:30][S:31][CH2:32][CH2:33][NH:2][CH2:3][C@H:4]([OH:5])[C:6]1[C:14]2[S:13][C:12](=[O:15])[NH:11][C:10]=2[C:9]([OH:16])=[CH:8][CH:7]=1)[C:21](=[O:27])[O:22][C:23]([CH3:24])([CH3:25])[CH3:26], predict the reactants needed to synthesize it. The reactants are: Cl.[NH2:2][CH2:3][C@@H:4]([C:6]1[C:14]2[S:13][C:12](=[O:15])[NH:11][C:10]=2[C:9]([OH:16])=[CH:8][CH:7]=1)[OH:5].[CH3:17][C:18]([C:36]1[CH:41]=[CH:40][CH:39]=[CH:38][CH:37]=1)([CH3:35])[CH2:19][N:20]([CH2:28][CH2:29][CH2:30][S:31][CH2:32][CH:33]=O)[C:21](=[O:27])[O:22][C:23]([CH3:26])([CH3:25])[CH3:24]. (2) Given the product [CH3:12][N:13]1[CH2:18][CH2:17][CH:16]([C:19]2[CH:24]=[CH:23][CH:22]=[CH:21][C:20]=2[CH3:25])[CH:15]([CH2:26][OH:27])[CH2:14]1, predict the reactants needed to synthesize it. The reactants are: [H-].[Al+3].[Li+].[H-].[H-].[H-].O1CCCC1.[CH3:12][N:13]1[CH2:18][CH2:17][CH:16]([C:19]2[CH:24]=[CH:23][CH:22]=[CH:21][C:20]=2[CH3:25])[CH:15]([C:26](OC)=[O:27])[CH2:14]1.[OH-].[Na+].